This data is from TCR-epitope binding with 47,182 pairs between 192 epitopes and 23,139 TCRs. The task is: Binary Classification. Given a T-cell receptor sequence (or CDR3 region) and an epitope sequence, predict whether binding occurs between them. (1) The TCR CDR3 sequence is CASSLLAGGYNEQFF. Result: 1 (the TCR binds to the epitope). The epitope is TLIGDCATV. (2) The epitope is RTLNAWVKV. The TCR CDR3 sequence is CASSAPPGVLQETQYF. Result: 0 (the TCR does not bind to the epitope). (3) The epitope is ATVVIGTSK. The TCR CDR3 sequence is CASLGPPNEKLFF. Result: 1 (the TCR binds to the epitope). (4) The epitope is VTIAEILLI. The TCR CDR3 sequence is CSVVSPGSYEQYF. Result: 1 (the TCR binds to the epitope). (5) The epitope is GTSGSPIINR. The TCR CDR3 sequence is CASSLGQGTYEQYF. Result: 1 (the TCR binds to the epitope). (6) The epitope is KLWAQCVQL. The TCR CDR3 sequence is CASSDGFGLQETQYF. Result: 1 (the TCR binds to the epitope).